From a dataset of Full USPTO retrosynthesis dataset with 1.9M reactions from patents (1976-2016). Predict the reactants needed to synthesize the given product. (1) Given the product [C:8]1([C:6]2[CH:7]=[C:2]([O:17][CH2:14][C:15]#[CH:16])[N:3]=[CH:4][N:5]=2)[CH:13]=[CH:12][CH:11]=[CH:10][CH:9]=1, predict the reactants needed to synthesize it. The reactants are: Cl[C:2]1[CH:7]=[C:6]([C:8]2[CH:13]=[CH:12][CH:11]=[CH:10][CH:9]=2)[N:5]=[CH:4][N:3]=1.[CH2:14]([OH:17])[C:15]#[CH:16].[H-].[Na+].O. (2) Given the product [NH2:1][C@H:2]([C:10]([OH:12])=[O:11])[CH2:3][S:4][S:5][C:6]([CH3:9])([CH3:7])[CH3:8], predict the reactants needed to synthesize it. The reactants are: [NH:1](C(OCC1C2C(=CC=CC=2)C2C1=CC=CC=2)=O)[C@H:2]([C:10]([OH:12])=[O:11])[CH2:3][S:4][S:5][C:6]([CH3:9])([CH3:8])[CH3:7].COC(C)(C)C. (3) Given the product [OH:14][C@@H:10]1[CH2:11][CH2:12][CH2:13][C@H:9]1[NH:8][C:15](=[O:16])[O:17][C:18]([CH3:21])([CH3:20])[CH3:19], predict the reactants needed to synthesize it. The reactants are: O1CCCC1.O.Cl.[NH2:8][C@@H:9]1[CH2:13][CH2:12][CH2:11][C@H:10]1[OH:14].[C:15](O[C:15]([O:17][C:18]([CH3:21])([CH3:20])[CH3:19])=[O:16])([O:17][C:18]([CH3:21])([CH3:20])[CH3:19])=[O:16].C(=O)([O-])[O-].[K+].[K+]. (4) Given the product [C:1]([O:4][CH2:5][C:6]1[N:11]([C:12]2[CH:13]=[C:14]([CH:19]=[CH:20][CH:21]=2)[C:15]([O:17][CH3:18])=[O:16])[C:10](=[O:22])[C:9]([Br:24])=[C:8]([OH:23])[CH:7]=1)(=[O:3])[CH3:2], predict the reactants needed to synthesize it. The reactants are: [C:1]([O:4][CH2:5][C:6]1[N:11]([C:12]2[CH:13]=[C:14]([CH:19]=[CH:20][CH:21]=2)[C:15]([O:17][CH3:18])=[O:16])[C:10](=[O:22])[CH:9]=[C:8]([OH:23])[CH:7]=1)(=[O:3])[CH3:2].[Br:24]N1C(=O)CCC1=O. (5) Given the product [Br:7][CH2:6][CH2:5][CH2:4][CH2:3][CH2:2][C:19]([C:15]1[CH:17]=[CH:18][C:10]([CH:9]=[O:8])=[CH:11][C:12]=1[O:13][CH3:14])=[O:20], predict the reactants needed to synthesize it. The reactants are: Br[CH2:2][CH2:3][CH2:4][CH2:5][CH2:6][Br:7].[O:8]=[CH:9][C:10]1[CH:18]=[CH:17][C:15](O)=[C:12]([O:13][CH3:14])[CH:11]=1.[C:19](=O)([O-])[O-:20].[K+].[K+]. (6) Given the product [CH2:7]([O:14][C:15]([N:17]1[CH2:21][C@H:20]([O:22][CH2:23][C:24]2[CH:29]=[CH:28][C:27]([O:30][CH3:31])=[CH:26][CH:25]=2)[CH2:19][C@H:18]1[CH:32]=[CH2:1])=[O:16])[C:8]1[CH:13]=[CH:12][CH:11]=[CH:10][CH:9]=1, predict the reactants needed to synthesize it. The reactants are: [CH3:1]C(C)([O-])C.[K+].[CH2:7]([O:14][C:15]([N:17]1[CH2:21][C@H:20]([O:22][CH2:23][C:24]2[CH:29]=[CH:28][C:27]([O:30][CH3:31])=[CH:26][CH:25]=2)[CH2:19][C@H:18]1[CH:32]=O)=[O:16])[C:8]1[CH:13]=[CH:12][CH:11]=[CH:10][CH:9]=1.[Cl-].[NH4+]. (7) Given the product [CH:9]1([CH2:12][N:13]2[C:17]([CH2:18][OH:19])=[CH:16][N:15]=[CH:14]2)[CH2:10][CH2:11]1, predict the reactants needed to synthesize it. The reactants are: [N+]([O-])(O)=O.N([O-])=O.[Na+].[CH:9]1([CH2:12][N:13]2[C:17]([CH2:18][OH:19])=[CH:16][N:15]=[C:14]2S)[CH2:11][CH2:10]1.C(=O)([O-])[O-].[K+].[K+]. (8) Given the product [CH3:9][O:8][C:6]1[CH:7]=[C:2]([C:13]2[CH:14]=[CH:15][CH:16]=[CH:17][N:12]=2)[CH:3]=[C:4]([C:13]2[CH:14]=[CH:15][CH:16]=[CH:17][N:12]=2)[CH:5]=1, predict the reactants needed to synthesize it. The reactants are: Br[C:2]1[CH:7]=[C:6]([O:8][CH3:9])[CH:5]=[C:4](Br)[CH:3]=1.[Br-].[N:12]1[CH:17]=[CH:16][CH:15]=[CH:14][C:13]=1[Zn+].